From a dataset of Forward reaction prediction with 1.9M reactions from USPTO patents (1976-2016). Predict the product of the given reaction. (1) Given the reactants [F:1][C:2]([F:28])([F:27])[CH:3]([C:18]1[CH:23]=[C:22]([Cl:24])[C:21]([Cl:25])=[C:20]([Cl:26])[CH:19]=1)/[CH:4]=[CH:5]/[C:6]1[C:15]2[C:10](=[CH:11][CH:12]=[CH:13][CH:14]=2)[C:9]([CH2:16][NH2:17])=[CH:8][CH:7]=1.[CH2:29]([N:31]=[C:32]=[O:33])[CH3:30], predict the reaction product. The product is: [CH2:29]([NH:31][C:32]([NH:17][CH2:16][C:9]1[C:10]2[C:15](=[CH:14][CH:13]=[CH:12][CH:11]=2)[C:6](/[CH:5]=[CH:4]/[CH:3]([C:18]2[CH:19]=[C:20]([Cl:26])[C:21]([Cl:25])=[C:22]([Cl:24])[CH:23]=2)[C:2]([F:1])([F:27])[F:28])=[CH:7][CH:8]=1)=[O:33])[CH3:30]. (2) The product is: [C:1]1([C:53]2[CH:54]=[CH:55][CH:56]=[CH:57][CH:58]=2)[CH:6]=[CH:5][C:4]([C@@:7]2([O:51][CH3:52])[CH2:24][N:23]3[C@H:9]([C:10](=[O:50])[NH:11][C@:12]4([C:47](=[O:48])[NH:77][S:74]([CH:71]5[CH2:73][CH2:72]5)(=[O:76])=[O:75])[CH2:46][C@H:13]4[CH:14]=[CH:15][CH2:16][CH2:17][CH2:18][N:19]([S:34]([C:37]4[CH:42]=[CH:41][CH:40]=[CH:39][C:38]=4[N+:43]([O-:45])=[O:44])(=[O:36])=[O:35])[CH2:20][C@H:21]([NH:26][C:27](=[O:28])[O:29][C:30]([CH3:33])([CH3:31])[CH3:32])[C:22]3=[O:25])[CH2:8]2)=[CH:3][CH:2]=1. Given the reactants [C:1]1([C:53]2[CH:58]=[CH:57][CH:56]=[CH:55][CH:54]=2)[CH:6]=[CH:5][C:4]([C@@:7]2([O:51][CH3:52])[CH2:24][N:23]3[C@H:9]([C:10](=[O:50])[NH:11][C@:12]4([C:47](O)=[O:48])[CH2:46][C@H:13]4[CH:14]=[CH:15][CH2:16][CH2:17][CH2:18][N:19]([S:34]([C:37]4[CH:42]=[CH:41][CH:40]=[CH:39][C:38]=4[N+:43]([O-:45])=[O:44])(=[O:36])=[O:35])[CH2:20][C@H:21]([NH:26][C:27]([O:29][C:30]([CH3:33])([CH3:32])[CH3:31])=[O:28])[C:22]3=[O:25])[CH2:8]2)=[CH:3][CH:2]=1.C1N=CN(C(N2C=NC=C2)=O)C=1.[CH:71]1([S:74]([NH2:77])(=[O:76])=[O:75])[CH2:73][CH2:72]1.C1CCN2C(=NCCC2)CC1.Cl, predict the reaction product. (3) Given the reactants Br[C:2]1[CH:7]=[CH:6][C:5]([C:8]2[N:13]3[CH:14]=[CH:15][CH:16]=[C:12]3[C:11](=[O:17])[NH:10][N:9]=2)=[CH:4][CH:3]=1.C1(P(C2CCCCC2)C2C=CC=CC=2C2C=CC=CC=2[N:37](C)C)CCCCC1.C[Si]([N-][Si](C)(C)C)(C)C.[Li+].Cl.[OH-].[Na+], predict the reaction product. The product is: [NH2:37][C:2]1[CH:7]=[CH:6][C:5]([C:8]2[N:13]3[CH:14]=[CH:15][CH:16]=[C:12]3[C:11](=[O:17])[NH:10][N:9]=2)=[CH:4][CH:3]=1. (4) The product is: [Cl:31][C:21]1[N:13]([CH2:12][C:11]2[CH:29]=[CH:30][C:8]([C:6]3[CH:5]=[CH:4][CH:3]=[C:2]([F:1])[N:7]=3)=[CH:9][CH:10]=2)[N:14]=[C:15]2[C:20]=1[C:19](=[O:22])[N:18]([CH3:23])[C:17](=[O:24])[N:16]2[CH2:25][CH:26]([CH3:28])[CH3:27]. Given the reactants [F:1][C:2]1[N:7]=[C:6]([C:8]2[CH:30]=[CH:29][C:11]([CH2:12][N:13]3[CH:21]=[C:20]4[C:15]([N:16]([CH2:25][CH:26]([CH3:28])[CH3:27])[C:17](=[O:24])[N:18]([CH3:23])[C:19]4=[O:22])=[N:14]3)=[CH:10][CH:9]=2)[CH:5]=[CH:4][CH:3]=1.[Cl:31]C(Cl)(Cl)C(Cl)(Cl)Cl.[Li+].C[Si]([N-][Si](C)(C)C)(C)C.O, predict the reaction product. (5) Given the reactants [CH:1]([C:3]1[CH:11]=[CH:10][C:6]([C:7]([OH:9])=O)=[CH:5][CH:4]=1)=[O:2].[N:12]1([C:18]([O:20][C:21]([CH3:24])([CH3:23])[CH3:22])=[O:19])[CH2:17][CH2:16][NH:15][CH2:14][CH2:13]1, predict the reaction product. The product is: [CH:1]([C:3]1[CH:4]=[CH:5][C:6]([C:7]([N:15]2[CH2:14][CH2:13][N:12]([C:18]([O:20][C:21]([CH3:24])([CH3:23])[CH3:22])=[O:19])[CH2:17][CH2:16]2)=[O:9])=[CH:10][CH:11]=1)=[O:2].